The task is: Predict the reactants needed to synthesize the given product.. This data is from Full USPTO retrosynthesis dataset with 1.9M reactions from patents (1976-2016). (1) The reactants are: P([NH2:4])([O-])[O-].O1CCCC1.[C:10]([CH2:12][CH2:13][PH:14]([O:25][CH:26](CCCCC)[CH2:27][CH:28](N)[OH:29])([N:16]([NH:21][CH:22]([CH3:24])[CH3:23])[NH:17][CH:18]([CH3:20])[CH3:19])[OH:15])#[N:11]. Given the product [C:10]([CH2:12][CH2:13][PH:14]([O:25][CH2:26][C@@H:27]([CH2:28][OH:29])[NH2:4])([N:16]([NH:21][CH:22]([CH3:24])[CH3:23])[NH:17][CH:18]([CH3:20])[CH3:19])[OH:15])#[N:11], predict the reactants needed to synthesize it. (2) The reactants are: C(OC(=O)[NH:7][CH2:8][C@H:9]1[CH2:14][CH2:13][C@H:12]([CH2:15][NH:16][S:17]([C:20]2[C:29]3[C:24](=[CH:25][CH:26]=[CH:27][CH:28]=3)[CH:23]=[CH:22][CH:21]=2)(=[O:19])=[O:18])[CH2:11][CH2:10]1)(C)(C)C.Cl. Given the product [NH2:7][CH2:8][C@H:9]1[CH2:14][CH2:13][C@H:12]([CH2:15][NH:16][S:17]([C:20]2[C:29]3[C:24](=[CH:25][CH:26]=[CH:27][CH:28]=3)[CH:23]=[CH:22][CH:21]=2)(=[O:19])=[O:18])[CH2:11][CH2:10]1, predict the reactants needed to synthesize it.